Task: Predict the reactants needed to synthesize the given product.. Dataset: Full USPTO retrosynthesis dataset with 1.9M reactions from patents (1976-2016) The reactants are: FC(F)(F)C(O)=O.[CH2:8]([N:10]1[C:14]2=[N:15][CH:16]=[C:17]([C:31]3[CH2:38][C:34]4([CH2:37][CH2:36][CH2:35]4)[O:33][N:32]=3)[C:18]([NH:19][CH:20]3[CH2:23][CH:22]([C:24]([O:26]C(C)(C)C)=[O:25])[CH2:21]3)=[C:13]2[CH:12]=[N:11]1)[CH3:9]. Given the product [CH2:8]([N:10]1[C:14]2=[N:15][CH:16]=[C:17]([C:31]3[CH2:38][C:34]4([CH2:35][CH2:36][CH2:37]4)[O:33][N:32]=3)[C:18]([NH:19][CH:20]3[CH2:21][CH:22]([C:24]([OH:26])=[O:25])[CH2:23]3)=[C:13]2[CH:12]=[N:11]1)[CH3:9], predict the reactants needed to synthesize it.